Dataset: Forward reaction prediction with 1.9M reactions from USPTO patents (1976-2016). Task: Predict the product of the given reaction. (1) The product is: [N:21]1[CH:22]=[CH:23][CH:24]=[CH:25][C:26]=1[CH2:14][N:15]=[N+:16]=[N-:17]. Given the reactants C1(=O)N(OC(=O)C2C=C([CH2:14][N:15]=[N+:16]=[N-:17])C=NC=2)C(=O)CC1.[NH2:21][CH2:22][CH2:23][CH2:24][CH2:25][C:26](O)=O, predict the reaction product. (2) Given the reactants OC(C(F)(F)F)=O.C([CH:15]([C:26]1[CH:50]=[CH:49][C:29]2[N:30]([CH2:43][CH:44]3[CH2:48][CH2:47][CH2:46][NH:45]3)[C:31]([NH:33][C:34](=[O:42])[C:35]3[CH:40]=[CH:39][C:38]([Cl:41])=[CH:37][CH:36]=3)=[N:32][C:28]=2[CH:27]=1)[N:16]([C@H:20]([C:22]([CH3:25])([CH3:24])[CH3:23])[CH3:21])[C:17](=[O:19])[OH:18])C1C=CC=CC=1.[C:51](Cl)(=[O:54])[CH:52]=[CH2:53].[C:56]1([CH3:62])[CH:61]=[CH:60][CH:59]=[CH:58][CH:57]=1.C([O-])([O-])=O.[Cs+].[Cs+], predict the reaction product. The product is: [CH2:62]([O:18][C:17](=[O:19])[N:16]([CH2:15][C:26]1[CH:50]=[CH:49][C:29]2[N:30]([CH2:43][CH:44]3[CH2:48][CH2:47][CH2:46][N:45]3[C:51](=[O:54])[CH:52]=[CH2:53])[C:31]([NH:33][C:34](=[O:42])[C:35]3[CH:36]=[CH:37][C:38]([Cl:41])=[CH:39][CH:40]=3)=[N:32][C:28]=2[CH:27]=1)[C@H:20]([C:22]([CH3:24])([CH3:23])[CH3:25])[CH3:21])[C:56]1[CH:61]=[CH:60][CH:59]=[CH:58][CH:57]=1. (3) The product is: [OH:50][CH:51]1[CH2:52][CH2:53][N:54]([C:57]2[N:62]=[CH:61][C:60]([NH:63][C:65]3[N:81]=[C:68]4[CH:69]=[CH:70][CH:71]=[C:72]([CH2:73][N:74]5[CH2:79][CH2:78][NH:77][C:76](=[O:80])[CH2:75]5)[N:67]4[N:66]=3)=[CH:59][CH:58]=2)[CH2:55][CH2:56]1. Given the reactants C1(P(C2C=CC=CC=2)C2C3OC4C(=CC=CC=4P(C4C=CC=CC=4)C4C=CC=CC=4)C(C)(C)C=3C=CC=2)C=CC=CC=1.[Si]([O:50][CH:51]1[CH2:56][CH2:55][N:54]([C:57]2[N:62]=[CH:61][C:60]([NH2:63])=[CH:59][CH:58]=2)[CH2:53][CH2:52]1)(C(C)(C)C)(C)C.Br[C:65]1[N:81]=[C:68]2[CH:69]=[CH:70][CH:71]=[C:72]([CH2:73][N:74]3[CH2:79][CH2:78][NH:77][C:76](=[O:80])[CH2:75]3)[N:67]2[N:66]=1.C(=O)([O-])[O-].[Cs+].[Cs+].Cl.O, predict the reaction product. (4) Given the reactants C([O:3][C:4]([C:6]1[N:7]([CH2:20][C:21]2[CH:26]=[CH:25][C:24]([NH2:27])=[CH:23][CH:22]=2)[C:8]2[C:13]([C:14]=1[C:15]1[S:16][CH:17]=[CH:18][CH:19]=1)=[CH:12][CH:11]=[CH:10][CH:9]=2)=[O:5])C.[C:28]1(B(O)O)[CH:33]=[CH:32][CH:31]=[CH:30][CH:29]=1, predict the reaction product. The product is: [NH:27]([C:24]1[CH:23]=[CH:22][C:21]([CH2:20][N:7]2[C:8]3[C:13](=[CH:12][CH:11]=[CH:10][CH:9]=3)[C:14]([C:15]3[S:16][CH:17]=[CH:18][CH:19]=3)=[C:6]2[C:4]([OH:3])=[O:5])=[CH:26][CH:25]=1)[C:28]1[CH:33]=[CH:32][CH:31]=[CH:30][CH:29]=1. (5) The product is: [Br:14][C:7]1[CH:6]=[C:5]([O:9][CH3:10])[C:4]([OH:11])=[C:3]([O:2][CH3:1])[CH:8]=1. Given the reactants [CH3:1][O:2][C:3]1[CH:8]=[CH:7][CH:6]=[C:5]([O:9][CH3:10])[C:4]=1[OH:11].CO.[Br:14]N1C(=O)CCC1=O, predict the reaction product. (6) Given the reactants [Br:1][C:2]1[CH:3]=[C:4]([CH:7]=[C:8]([N+:11]([O-])=O)[C:9]=1[OH:10])[C:5]#[N:6].C.NN, predict the reaction product. The product is: [NH2:11][C:8]1[CH:7]=[C:4]([CH:3]=[C:2]([Br:1])[C:9]=1[OH:10])[C:5]#[N:6].